From a dataset of Peptide-MHC class I binding affinity with 185,985 pairs from IEDB/IMGT. Regression. Given a peptide amino acid sequence and an MHC pseudo amino acid sequence, predict their binding affinity value. This is MHC class I binding data. (1) The peptide sequence is FQNWGIESI. The MHC is HLA-A02:01 with pseudo-sequence HLA-A02:01. The binding affinity (normalized) is 0.898. (2) The MHC is HLA-B53:01 with pseudo-sequence HLA-B53:01. The peptide sequence is FLKEMGGL. The binding affinity (normalized) is 0. (3) The peptide sequence is LVRGNSPVF. The binding affinity (normalized) is 0.0847. The MHC is HLA-A26:02 with pseudo-sequence HLA-A26:02. (4) The peptide sequence is ITMVNSLTY. The MHC is HLA-B38:01 with pseudo-sequence HLA-B38:01. The binding affinity (normalized) is 0.0847. (5) The peptide sequence is DISVNASKTI. The MHC is HLA-A02:01 with pseudo-sequence HLA-A02:01. The binding affinity (normalized) is 0.113.